This data is from Catalyst prediction with 721,799 reactions and 888 catalyst types from USPTO. The task is: Predict which catalyst facilitates the given reaction. Reactant: [O:1]1[C:5]2[CH:6]=[CH:7][CH:8]=[CH:9][C:4]=2[CH:3]=[C:2]1[C:10]1[N:19]=[C:18](Cl)[C:17]2[C:12](=[CH:13][CH:14]=[CH:15][CH:16]=2)[N:11]=1.[OH:21][CH2:22][CH2:23][N:24]([CH2:29][CH2:30][OH:31])[CH2:25][CH2:26][CH2:27][NH2:28]. Product: [O:1]1[C:5]2[CH:6]=[CH:7][CH:8]=[CH:9][C:4]=2[CH:3]=[C:2]1[C:10]1[N:19]=[C:18]([NH:28][CH2:27][CH2:26][CH2:25][N:24]([CH2:29][CH2:30][OH:31])[CH2:23][CH2:22][OH:21])[C:17]2[C:12](=[CH:13][CH:14]=[CH:15][CH:16]=2)[N:11]=1. The catalyst class is: 12.